Dataset: Forward reaction prediction with 1.9M reactions from USPTO patents (1976-2016). Task: Predict the product of the given reaction. (1) Given the reactants [NH2:1][C:2]1[C:3]([C:19]([O:21]C)=[O:20])=[N:4][C:5]([C:8]2[CH:13]=[CH:12][C:11]([C:14](=[O:18])[N:15]([CH3:17])[CH3:16])=[CH:10][CH:9]=2)=[CH:6][N:7]=1.[OH-].[Na+].Cl, predict the reaction product. The product is: [NH2:1][C:2]1[C:3]([C:19]([OH:21])=[O:20])=[N:4][C:5]([C:8]2[CH:13]=[CH:12][C:11]([C:14](=[O:18])[N:15]([CH3:17])[CH3:16])=[CH:10][CH:9]=2)=[CH:6][N:7]=1. (2) Given the reactants [CH2:1]([O:8][C:9]([N:11]1[CH2:15][CH2:14][CH2:13][C@H:12]1[C:16](=[O:30])[NH:17][C:18]1[S:19][C:20]([C:23]2[CH:28]=[CH:27][C:26]([NH2:29])=[CH:25][CH:24]=2)=[CH:21][N:22]=1)=[O:10])[C:2]1[CH:7]=[CH:6][CH:5]=[CH:4][CH:3]=1.[CH:31]1([C:36](Cl)=[O:37])[CH2:35][CH2:34][CH2:33][CH2:32]1, predict the reaction product. The product is: [CH2:1]([O:8][C:9]([N:11]1[CH2:15][CH2:14][CH2:13][C@H:12]1[C:16](=[O:30])[NH:17][C:18]1[S:19][C:20]([C:23]2[CH:24]=[CH:25][C:26]([NH:29][C:36]([CH:31]3[CH2:35][CH2:34][CH2:33][CH2:32]3)=[O:37])=[CH:27][CH:28]=2)=[CH:21][N:22]=1)=[O:10])[C:2]1[CH:3]=[CH:4][CH:5]=[CH:6][CH:7]=1.